Dataset: Forward reaction prediction with 1.9M reactions from USPTO patents (1976-2016). Task: Predict the product of the given reaction. Given the reactants [CH2:1]([CH:8]1[CH2:12][CH2:11][CH2:10][N:9]1[C:13]1[N:34]=[CH:33][C:32]([Cl:35])=[CH:31][C:14]=1[C:15]([NH:17][C:18]1([C:21]2[CH:30]=[CH:29][C:24]([C:25]([O:27]C)=[O:26])=[CH:23][CH:22]=2)[CH2:20][CH2:19]1)=[O:16])[C:2]1[CH:7]=[CH:6][CH:5]=[CH:4][CH:3]=1.O, predict the reaction product. The product is: [CH2:1]([CH:8]1[CH2:12][CH2:11][CH2:10][N:9]1[C:13]1[N:34]=[CH:33][C:32]([Cl:35])=[CH:31][C:14]=1[C:15]([NH:17][C:18]1([C:21]2[CH:30]=[CH:29][C:24]([C:25]([OH:27])=[O:26])=[CH:23][CH:22]=2)[CH2:20][CH2:19]1)=[O:16])[C:2]1[CH:7]=[CH:6][CH:5]=[CH:4][CH:3]=1.